Task: Regression. Given two drug SMILES strings and cell line genomic features, predict the synergy score measuring deviation from expected non-interaction effect.. Dataset: NCI-60 drug combinations with 297,098 pairs across 59 cell lines (1) Drug 1: C1=CC=C(C(=C1)C(C2=CC=C(C=C2)Cl)C(Cl)Cl)Cl. Drug 2: C(CCl)NC(=O)N(CCCl)N=O. Cell line: CAKI-1. Synergy scores: CSS=-0.668, Synergy_ZIP=-2.57, Synergy_Bliss=-4.92, Synergy_Loewe=-6.42, Synergy_HSA=-4.59. (2) Drug 1: CC12CCC(CC1=CCC3C2CCC4(C3CC=C4C5=CN=CC=C5)C)O. Drug 2: C1=NNC2=C1C(=O)NC=N2. Cell line: 786-0. Synergy scores: CSS=-2.37, Synergy_ZIP=-1.10, Synergy_Bliss=-2.69, Synergy_Loewe=-11.1, Synergy_HSA=-3.10. (3) Drug 1: CCC1=CC2CC(C3=C(CN(C2)C1)C4=CC=CC=C4N3)(C5=C(C=C6C(=C5)C78CCN9C7C(C=CC9)(C(C(C8N6C)(C(=O)OC)O)OC(=O)C)CC)OC)C(=O)OC.C(C(C(=O)O)O)(C(=O)O)O. Drug 2: CC1C(C(CC(O1)OC2CC(CC3=C2C(=C4C(=C3O)C(=O)C5=C(C4=O)C(=CC=C5)OC)O)(C(=O)CO)O)N)O.Cl. Cell line: HCC-2998. Synergy scores: CSS=29.7, Synergy_ZIP=-3.88, Synergy_Bliss=-5.27, Synergy_Loewe=-3.91, Synergy_HSA=-3.49. (4) Drug 1: CCN(CC)CCNC(=O)C1=C(NC(=C1C)C=C2C3=C(C=CC(=C3)F)NC2=O)C. Drug 2: CCN(CC)CCCC(C)NC1=C2C=C(C=CC2=NC3=C1C=CC(=C3)Cl)OC. Cell line: IGROV1. Synergy scores: CSS=8.50, Synergy_ZIP=-1.24, Synergy_Bliss=2.29, Synergy_Loewe=0.800, Synergy_HSA=0.842.